The task is: Predict the reactants needed to synthesize the given product.. This data is from Full USPTO retrosynthesis dataset with 1.9M reactions from patents (1976-2016). (1) Given the product [OH:5][C:3]([C:6]1[N:11]=[CH:10][C:9]([O:12][C:13]2[C:14]([CH:28]3[CH2:32][CH2:31][CH2:30][N:29]3[C:33](=[O:35])[CH3:34])=[CH:15][C:16]3[NH:20][C:19]([C:21]4[CH:26]=[CH:25][CH:24]=[CH:23][N:22]=4)=[N:18][C:17]=3[CH:27]=2)=[CH:8][CH:7]=1)([CH3:1])[CH3:4], predict the reactants needed to synthesize it. The reactants are: [CH3:1][Li].[C:3]([C:6]1[N:11]=[CH:10][C:9]([O:12][C:13]2[C:14]([CH:28]3[CH2:32][CH2:31][CH2:30][N:29]3[C:33](=[O:35])[CH3:34])=[CH:15][C:16]3[NH:20][C:19]([C:21]4[CH:26]=[CH:25][CH:24]=[CH:23][N:22]=4)=[N:18][C:17]=3[CH:27]=2)=[CH:8][CH:7]=1)(=[O:5])[CH3:4].[Cl-].[NH4+]. (2) Given the product [CH3:1][C:2]1[CH:7]=[C:6]([N+:8]([O-:10])=[O:9])[CH:5]=[CH:4][C:3]=1[N:11]=[C:12]1[S:16][CH2:15][C:14]2([CH2:17][CH2:18][CH2:19][CH2:20]2)[N:13]1[CH2:27][CH:21]1[CH2:26][CH2:25][CH2:24][CH2:23][CH2:22]1, predict the reactants needed to synthesize it. The reactants are: [CH3:1][C:2]1[CH:7]=[C:6]([N+:8]([O-:10])=[O:9])[CH:5]=[CH:4][C:3]=1[N:11]=[C:12]1[S:16][CH2:15][C:14]2([CH2:20][CH2:19][CH2:18][CH2:17]2)[NH:13]1.[CH:21]1([CH2:27]Br)[CH2:26][CH2:25][CH2:24][CH2:23][CH2:22]1. (3) Given the product [Br:1][C:2]1[CH:11]=[CH:10][C:9]([NH2:8])=[C:4]([C:5]2[NH:6][N:13]=[C:14]([CH2:16][O:17][CH3:18])[N:15]=2)[CH:3]=1, predict the reactants needed to synthesize it. The reactants are: [Br:1][C:2]1[CH:11]=[CH:10][C:9]2[NH:8]C(=O)[N:6]3[N:13]=[C:14]([CH2:16][O:17][CH3:18])[N:15]=[C:5]3[C:4]=2[CH:3]=1.ClC1C=CC2NC(=O)N3N=C(C4CC4)N=C3C=2C=1. (4) Given the product [F:17][C:18]1[C:26]([F:27])=[CH:25][CH:24]=[CH:23][C:19]=1[C:20]1[O:14][C:13]([C:3]2[C:4]([C:7]3[CH:12]=[CH:11][CH:10]=[CH:9][CH:8]=3)=[N:5][O:6][C:2]=2[CH3:1])=[N:15][N:16]=1, predict the reactants needed to synthesize it. The reactants are: [CH3:1][C:2]1[O:6][N:5]=[C:4]([C:7]2[CH:12]=[CH:11][CH:10]=[CH:9][CH:8]=2)[C:3]=1[C:13]([NH:15][NH2:16])=[O:14].[F:17][C:18]1[C:26]([F:27])=[CH:25][CH:24]=[CH:23][C:19]=1[C:20](O)=O. (5) The reactants are: ClC[C:3]1[CH:25]=[CH:24][C:6]([CH2:7][N:8]2[C:17]3[C:12](=[C:13]([CH:18]4[O:22][CH2:21][CH2:20][O:19]4)[CH:14]=[CH:15][CH:16]=3)[CH2:11][CH2:10][C:9]2=[O:23])=[CH:5][CH:4]=1.[C:26]1([SH:32])[CH:31]=[CH:30][CH:29]=[CH:28][CH:27]=1. Given the product [O:19]1[CH2:20][CH2:21][O:22][CH:18]1[C:13]1[CH:14]=[CH:15][CH:16]=[C:17]2[C:12]=1[CH2:11][CH2:10][C:9](=[O:23])[N:8]2[CH2:7][C:6]1[CH:24]=[CH:25][C:3]([S:32][C:26]2[CH:31]=[CH:30][CH:29]=[CH:28][CH:27]=2)=[CH:4][CH:5]=1, predict the reactants needed to synthesize it. (6) Given the product [CH3:20][N:18]1[CH:19]=[C:15]([C:12]2[CH:13]=[C:14]3[N:6]([CH2:5][C:4]([NH:23][NH2:24])=[O:21])[CH:7]=[CH:8][C:9]3=[N:10][CH:11]=2)[CH:16]=[N:17]1, predict the reactants needed to synthesize it. The reactants are: C(O[C:4](=[O:21])[CH2:5][N:6]1[C:14]2[C:9](=[N:10][CH:11]=[C:12]([C:15]3[CH:16]=[N:17][N:18]([CH3:20])[CH:19]=3)[CH:13]=2)[CH:8]=[CH:7]1)C.O.[NH2:23][NH2:24]. (7) The reactants are: [F:1][C:2]1[CH:9]=[CH:8][C:7]([O:10]C)=[CH:6][C:3]=1[CH:4]=[O:5].B(Br)(Br)Br. Given the product [F:1][C:2]1[CH:9]=[CH:8][C:7]([OH:10])=[CH:6][C:3]=1[CH:4]=[O:5], predict the reactants needed to synthesize it. (8) Given the product [NH2:1][C:2]1[N:7]([C:8]2[CH:9]=[CH:10][C:11]([OH:14])=[CH:12][CH:13]=2)[C:6](=[O:16])[CH:5]=[CH:4][C:3]=1[C:17](=[O:24])[C:18]1[CH:23]=[CH:22][CH:21]=[CH:20][CH:19]=1, predict the reactants needed to synthesize it. The reactants are: [NH2:1][C:2]1[N:7]([C:8]2[CH:13]=[CH:12][C:11]([O:14]C)=[CH:10][CH:9]=2)[C:6](=[O:16])[CH:5]=[CH:4][C:3]=1[C:17](=[O:24])[C:18]1[CH:23]=[CH:22][CH:21]=[CH:20][CH:19]=1.BrB(Br)Br.C(Cl)Cl.O. (9) The reactants are: [NH:1]1[C:5]2[CH:6]=[CH:7][CH:8]=[CH:9][C:4]=2[N:3]=[N:2]1.Cl.Cl[CH2:12][C:13]1[CH:14]=[C:15]([C:19]2[N:24]=[CH:23][C:22]([O:25][CH2:26][CH2:27][N:28]3[CH2:33][CH2:32][O:31][CH2:30][CH2:29]3)=[CH:21][N:20]=2)[CH:16]=[CH:17][CH:18]=1.C(=O)([O-])O.[Na+].O. Given the product [N:28]1([CH2:27][CH2:26][O:25][C:22]2[CH:23]=[N:24][C:19]([C:15]3[CH:14]=[C:13]([CH:18]=[CH:17][CH:16]=3)[CH2:12][N:1]3[C:5]4[CH:6]=[CH:7][CH:8]=[CH:9][C:4]=4[N:3]=[N:2]3)=[N:20][CH:21]=2)[CH2:29][CH2:30][O:31][CH2:32][CH2:33]1, predict the reactants needed to synthesize it. (10) Given the product [CH3:30][O:31][C:32](=[O:42])[CH:33]([NH:34][C:19](=[O:20])[C:18]1[CH:17]=[CH:16][C:15]([S:12](=[O:13])(=[O:14])[NH:11][C:6]2[CH:7]=[CH:8][CH:9]=[CH:10][C:5]=2[O:4][C:3]2[CH:24]=[CH:25][C:26]([Cl:28])=[CH:27][C:2]=2[Cl:1])=[CH:23][CH:22]=1)[CH2:35][C:36]1[CH:41]=[CH:40][CH:39]=[CH:38][CH:37]=1, predict the reactants needed to synthesize it. The reactants are: [Cl:1][C:2]1[CH:27]=[C:26]([Cl:28])[CH:25]=[CH:24][C:3]=1[O:4][C:5]1[CH:10]=[CH:9][CH:8]=[CH:7][C:6]=1[NH:11][S:12]([C:15]1[CH:23]=[CH:22][C:18]([C:19](O)=[O:20])=[CH:17][CH:16]=1)(=[O:14])=[O:13].Cl.[CH3:30][O:31][C:32](=[O:42])[CH:33]([CH2:35][C:36]1[CH:41]=[CH:40][CH:39]=[CH:38][CH:37]=1)[NH2:34].